Dataset: Catalyst prediction with 721,799 reactions and 888 catalyst types from USPTO. Task: Predict which catalyst facilitates the given reaction. (1) The catalyst class is: 12. Product: [N+:17]([C:14]1[CH:13]=[N:12][C:11]([N:4]2[CH:5]3[CH2:8][CH2:9][N:1]([CH2:7][CH2:6]3)[CH2:2][CH2:3]2)=[N:16][CH:15]=1)([O-:19])=[O:18]. Reactant: [N:1]12[CH2:9][CH2:8][CH:5]([CH2:6][CH2:7]1)[NH:4][CH2:3][CH2:2]2.Cl[C:11]1[N:16]=[CH:15][C:14]([N+:17]([O-:19])=[O:18])=[CH:13][N:12]=1.C(=O)(O)[O-].[Na+]. (2) The catalyst class is: 47. Product: [F:18][C:19]1[CH:24]=[CH:23][C:1]([S:2][CH:5]2[CH2:10][CH2:9][CH2:8][N:7]([C:11]([O:13][C:14]([CH3:17])([CH3:16])[CH3:15])=[O:12])[CH2:6]2)=[CH:21][CH:20]=1. Reactant: [CH3:1][S:2]([CH:5]1[CH2:10][CH2:9][CH2:8][N:7]([C:11]([O:13][C:14]([CH3:17])([CH3:16])[CH3:15])=[O:12])[CH2:6]1)(=O)=O.[F:18][C:19]1[CH:24]=[CH:23]C(S)=[CH:21][CH:20]=1.C(=O)([O-])[O-].[K+].[K+]. (3) Product: [C:33]([O:24][C:9]1[C:8]2[C:13](=[C:4]([N+:1]([O-:3])=[O:2])[CH:5]=[CH:6][CH:7]=2)[N:12]=[C:11]([C:14]2[CH:19]=[CH:18][CH:17]=[C:16]([C:20]([F:23])([F:21])[F:22])[CH:15]=2)[CH:10]=1)(=[O:34])[CH3:32]. The catalyst class is: 2. Reactant: [N+:1]([C:4]1[CH:5]=[CH:6][CH:7]=[C:8]2[C:13]=1[NH:12][C:11]([C:14]1[CH:19]=[CH:18][CH:17]=[C:16]([C:20]([F:23])([F:22])[F:21])[CH:15]=1)=[CH:10][C:9]2=[O:24])([O-:3])=[O:2].C(N(CC)CC)C.[CH3:32][C:33](OC(C)=O)=[O:34].C([O-])(O)=O.[Na+]. (4) Reactant: [Cl:1][C:2]1[N:7]=[C:6]([C:8](OC)=[O:9])[CH:5]=[C:4]([Cl:12])[N:3]=1.[CH3:13][Mg]Br.O. Product: [Cl:1][C:2]1[N:7]=[C:6]([C:8](=[O:9])[CH3:13])[CH:5]=[C:4]([Cl:12])[N:3]=1. The catalyst class is: 334. (5) Reactant: [CH:1]1([N:5]([C@H:18]2[CH2:22][CH2:21][CH2:20][C@@H:19]2[NH:23]C(=O)OC(C)(C)C)[C:6](=[O:17])[C:7]2[C:12]([O:13][CH3:14])=[CH:11][CH:10]=[CH:9][C:8]=2[O:15][CH3:16])[CH2:4][CH2:3][CH2:2]1.[ClH:31].O1CCOCC1. The catalyst class is: 5. Product: [ClH:31].[NH2:23][C@H:19]1[CH2:20][CH2:21][CH2:22][C@@H:18]1[N:5]([CH:1]1[CH2:4][CH2:3][CH2:2]1)[C:6](=[O:17])[C:7]1[C:8]([O:15][CH3:16])=[CH:9][CH:10]=[CH:11][C:12]=1[O:13][CH3:14]. (6) Reactant: C(N(C(C)C)C(C)C)C.[NH:10]1[C:18]2[C:13](=[CH:14][CH:15]=[CH:16][CH:17]=2)[CH:12]=[C:11]1[CH2:19][NH:20][C:21]([C:23]1([CH2:29][NH2:30])[CH2:28][CH2:27][NH:26][CH2:25][CH2:24]1)=[O:22].Cl[C:32]1[C:33]2[CH:40]=[CH:39][NH:38][C:34]=2[N:35]=[CH:36][N:37]=1. Product: [NH:10]1[C:18]2[C:13](=[CH:14][CH:15]=[CH:16][CH:17]=2)[CH:12]=[C:11]1[CH2:19][NH:20][C:21]([C:23]1([CH2:29][NH2:30])[CH2:24][CH2:25][N:26]([C:32]2[C:33]3[CH:40]=[CH:39][NH:38][C:34]=3[N:35]=[CH:36][N:37]=2)[CH2:27][CH2:28]1)=[O:22]. The catalyst class is: 51.